This data is from Full USPTO retrosynthesis dataset with 1.9M reactions from patents (1976-2016). The task is: Predict the reactants needed to synthesize the given product. (1) Given the product [N:7]1([CH2:19][C:20]([OH:22])=[O:21])[CH:11]=[CH:10][N:9]=[CH:8]1, predict the reactants needed to synthesize it. The reactants are: CC(C)([O-])C.[K+].[NH:7]1[CH:11]=[CH:10][N:9]=[CH:8]1.[N-]1C=CN=C1.[K+].Cl[CH2:19][C:20]([O:22]C)=[O:21]. (2) Given the product [CH3:9][CH:8]([C:10]1[N:14]([CH2:15][CH2:16][C@@H:17]([OH:25])[CH2:18][C@@H:19]([OH:24])[CH2:20][C:21]([OH:23])=[O:22])[C:13]([C:26]2[CH:31]=[CH:30][C:29]([F:32])=[CH:28][CH:27]=2)=[C:12]([C:33]2[CH:38]=[CH:37][CH:36]=[CH:35][CH:34]=2)[C:11]=1[C:39]([NH:41][C:42]1[CH:47]=[CH:46][CH:45]=[CH:44][CH:43]=1)=[O:40])[CH3:7], predict the reactants needed to synthesize it. The reactants are: P([O-])([O-])([O-])=O.Cl.[CH3:7][CH:8]([C:10]1[N:14]([CH2:15][CH2:16][C@@H:17]([OH:25])[CH2:18][C@@H:19]([OH:24])[CH2:20][C:21]([O-:23])=[O:22])[C:13]([C:26]2[CH:27]=[CH:28][C:29]([F:32])=[CH:30][CH:31]=2)=[C:12]([C:33]2[CH:34]=[CH:35][CH:36]=[CH:37][CH:38]=2)[C:11]=1[C:39]([NH:41][C:42]1[CH:43]=[CH:44][CH:45]=[CH:46][CH:47]=1)=[O:40])[CH3:9].[CH3:9][CH:8]([C:10]1[N:14]([CH2:15][CH2:16][C@@H:17]([OH:25])[CH2:18][C@@H:19]([OH:24])[CH2:20][C:21]([O-:23])=[O:22])[C:13]([C:26]2[CH:31]=[CH:30][C:29]([F:32])=[CH:28][CH:27]=2)=[C:12]([C:33]2[CH:38]=[CH:37][CH:36]=[CH:35][CH:34]=2)[C:11]=1[C:39]([NH:41][C:42]1[CH:47]=[CH:46][CH:45]=[CH:44][CH:43]=1)=[O:40])[CH3:7].[Ca+2]. (3) The reactants are: C1(C)C=CC(S([O-])(=O)=O)=CC=1.[CH2:12]([N+:16]1[C:24]2[CH:23]=[CH:22][C:21]3[CH:25]=[CH:26][CH:27]=[CH:28][C:20]=3[C:19]=2[C:18]([CH3:30])([CH3:29])[C:17]=1[CH:31]=[CH:32][C:33]1[CH2:37][CH2:36][C:35](=[CH:38][CH:39]=[C:40]2[C:48]([CH3:50])([CH3:49])[C:47]3[C:46]4[CH:51]=[CH:52][CH:53]=[CH:54][C:45]=4[CH:44]=[CH:43][C:42]=3[N:41]2CCCC)[C:34]=1[S:59]([C:62]1[CH:67]=[CH:66][CH:65]=[CH:64][CH:63]=1)(=[O:61])=[O:60])[CH2:13][CH2:14][CH3:15].[N-:68]([S:76]([C:79]([F:82])([F:81])[F:80])(=[O:78])=[O:77])[S:69]([C:72]([F:75])([F:74])[F:73])(=[O:71])=[O:70].[Li+].C(C(C)=O)C(C)C. Given the product [N-:68]([S:69]([C:72]([F:75])([F:73])[F:74])(=[O:71])=[O:70])[S:76]([C:79]([F:82])([F:81])[F:80])(=[O:78])=[O:77].[CH2:12]([N:16]1[C:24]2[CH:23]=[CH:22][C:21]3[CH:25]=[CH:26][CH:27]=[CH:28][C:20]=3[C:19]=2[C:18]([CH3:29])([CH3:30])[C:17]1=[CH:31][CH:32]=[C:33]1[CH2:37][CH2:36][C:35]([CH:38]=[CH:39][C:40]2[C:48]([CH3:49])([CH3:50])[C:47]3[C:46]4[CH:51]=[CH:52][CH:53]=[CH:54][C:45]=4[CH:44]=[CH:43][C:42]=3[NH+:41]=2)=[C:34]1[S:59]([C:62]1[CH:63]=[CH:64][CH:65]=[CH:66][CH:67]=1)(=[O:61])=[O:60])[CH2:13][CH2:14][CH3:15], predict the reactants needed to synthesize it. (4) Given the product [Br:1][CH:2]([CH2:6][CH2:7][O:8][CH2:9][CH2:10][O:11][CH3:12])[C:3]([NH:13][C:14]1[CH:19]=[CH:18][C:17]([CH3:20])=[CH:16][N:15]=1)=[O:5], predict the reactants needed to synthesize it. The reactants are: [Br:1][CH:2]([CH2:6][CH2:7][O:8][CH2:9][CH2:10][O:11][CH3:12])[C:3]([OH:5])=O.[NH2:13][C:14]1[CH:19]=[CH:18][C:17]([CH3:20])=[CH:16][N:15]=1.